This data is from Catalyst prediction with 721,799 reactions and 888 catalyst types from USPTO. The task is: Predict which catalyst facilitates the given reaction. (1) Reactant: Br[C:2]1[CH:10]=[CH:9][CH:8]=[C:7]2[C:3]=1[CH:4]=[CH:5][N:6]2[Si:11]([CH:18]([CH3:20])[CH3:19])([CH:15]([CH3:17])[CH3:16])[CH:12]([CH3:14])[CH3:13].C([Li])(C)(C)C.[CH3:26][CH:27]1[N:32]([CH2:33][CH2:34][CH3:35])[CH2:31][C:30](=[O:36])[O:29][CH2:28]1. The catalyst class is: 1. Product: [CH3:26][C@@H:27]1[N:32]([CH2:33][CH2:34][CH3:35])[CH2:31][C:30]([C:2]2[CH:10]=[CH:9][CH:8]=[C:7]3[C:3]=2[CH:4]=[CH:5][N:6]3[Si:11]([CH:18]([CH3:20])[CH3:19])([CH:15]([CH3:17])[CH3:16])[CH:12]([CH3:14])[CH3:13])([OH:36])[O:29][CH2:28]1. (2) Reactant: C([Li])CCC.C(NC(C)C)(C)C.[C:13](#[N:15])[CH3:14].[Cl:16][C:17]1[CH:25]=[CH:24][C:20]([C:21]([O-])=[O:22])=[C:19]([F:26])[CH:18]=1. Product: [Cl:16][C:17]1[CH:25]=[CH:24][C:20]([C:21](=[O:22])[CH2:14][C:13]#[N:15])=[C:19]([F:26])[CH:18]=1. The catalyst class is: 134. (3) Reactant: [O:1]1[CH2:5][CH2:4][O:3][CH:2]1[CH2:6][N:7]1[CH2:12][CH2:11][CH:10]([CH2:13][CH2:14][C:15]2[C:19]3[CH:20]=[CH:21][C:22]([O:26][CH2:27][C:28]4[CH:33]=[CH:32][C:31]([F:34])=[CH:30][CH:29]=4)=[C:23]([CH2:24]O)[C:18]=3[O:17][N:16]=2)[CH2:9][CH2:8]1.CS(Cl)(=O)=O.[CH3:40][NH:41][CH3:42].[Cl-].[NH4+]. Product: [CH3:40][N:41]([CH2:24][C:23]1[C:18]2[O:17][N:16]=[C:15]([CH2:14][CH2:13][CH:10]3[CH2:11][CH2:12][N:7]([CH2:6][CH:2]4[O:3][CH2:4][CH2:5][O:1]4)[CH2:8][CH2:9]3)[C:19]=2[CH:20]=[CH:21][C:22]=1[O:26][CH2:27][C:28]1[CH:29]=[CH:30][C:31]([F:34])=[CH:32][CH:33]=1)[CH3:42]. The catalyst class is: 571.